This data is from Full USPTO retrosynthesis dataset with 1.9M reactions from patents (1976-2016). The task is: Predict the reactants needed to synthesize the given product. (1) Given the product [CH3:15][NH:12][C:8]1[CH:9]=[CH:10][CH:11]=[C:4]([N+:1]([O-:3])=[O:2])[C:5]=1[C:6]#[N:7], predict the reactants needed to synthesize it. The reactants are: [N+:1]([C:4]1[CH:11]=[CH:10][CH:9]=[C:8]([N+:12]([O-])=O)[C:5]=1[C:6]#[N:7])([O-:3])=[O:2].[CH3:15]N. (2) Given the product [CH3:1][O:2][C:3]1[C:4]([O:27][CH3:28])=[CH:5][C:6]2[C:7]3[C:15]([C:16]4[CH:23]=[CH:22][C:19]([C:20]#[N:21])=[C:18]([CH2:24][O:25][CH3:29])[CH:17]=4)=[N:14][N:13]([CH3:26])[C:8]=3[CH:9]=[N:10][C:11]=2[CH:12]=1, predict the reactants needed to synthesize it. The reactants are: [CH3:1][O:2][C:3]1[C:4]([O:27][CH3:28])=[CH:5][C:6]2[C:7]3[C:15]([C:16]4[CH:23]=[CH:22][C:19]([C:20]#[N:21])=[C:18]([CH2:24][OH:25])[CH:17]=4)=[N:14][N:13]([CH3:26])[C:8]=3[CH:9]=[N:10][C:11]=2[CH:12]=1.[CH3:29]I.[H-].[Na+].O. (3) Given the product [F:1][C:2]([F:27])([F:26])[C:3]1[CH:4]=[C:5]([C:13]2[N:17]=[CH:16][N:15]([CH:18]=[C:19]([C:33]3[CH:38]=[CH:37][N:36]=[CH:35][CH:34]=3)[C:20]([N:22]([CH3:24])[CH3:23])=[O:21])[N:14]=2)[CH:6]=[C:7]([C:9]([F:12])([F:11])[F:10])[CH:8]=1, predict the reactants needed to synthesize it. The reactants are: [F:1][C:2]([F:27])([F:26])[C:3]1[CH:4]=[C:5]([C:13]2[N:17]=[CH:16][N:15](/[CH:18]=[C:19](\Br)/[C:20]([N:22]([CH3:24])[CH3:23])=[O:21])[N:14]=2)[CH:6]=[C:7]([C:9]([F:12])([F:11])[F:10])[CH:8]=1.C([Sn](CCCC)(CCCC)[C:33]1[CH:38]=[CH:37][N:36]=[CH:35][CH:34]=1)CCC.O. (4) Given the product [CH2:2]([O:4][C:5](=[O:31])[CH:6]([NH:21][C:22]1[CH:27]=[CH:26][C:25]([C:28]([NH2:29])=[N:30][C:51](=[O:52])[NH:50][C:44]2[CH:49]=[CH:48][CH:47]=[CH:46][CH:45]=2)=[CH:24][CH:23]=1)[C:7]1[CH:12]=[C:11]([O:13][CH2:14][CH3:15])[C:10]([O:16][CH2:17][CH2:18][OH:19])=[CH:9][C:8]=1[F:20])[CH3:3], predict the reactants needed to synthesize it. The reactants are: Cl.[CH2:2]([O:4][C:5](=[O:31])[CH:6]([NH:21][C:22]1[CH:27]=[CH:26][C:25]([C:28](=[NH:30])[NH2:29])=[CH:24][CH:23]=1)[C:7]1[CH:12]=[C:11]([O:13][CH2:14][CH3:15])[C:10]([O:16][CH2:17][CH2:18][OH:19])=[CH:9][C:8]=1[F:20])[CH3:3].CN(C=O)C.C(N(CC)CC)C.[C:44]1([N:50]=[C:51]=[O:52])[CH:49]=[CH:48][CH:47]=[CH:46][CH:45]=1. (5) Given the product [CH3:1][N:2]([CH2:7][CH2:8][CH2:9][CH2:10][CH2:11][CH2:12][CH2:13][CH2:14][CH2:15][CH2:16][CH2:17][CH2:18][CH2:19][CH3:20])[CH2:3][C:4]([N:22]([CH3:21])[CH2:23][C@@H:24]([C@H:26]([C@@H:28]([C@@H:30]([CH2:32][OH:33])[OH:31])[OH:29])[OH:27])[OH:25])=[O:6], predict the reactants needed to synthesize it. The reactants are: [CH3:1][NH+:2]([CH2:7][CH2:8][CH2:9][CH2:10][CH2:11][CH2:12][CH2:13][CH2:14][CH2:15][CH2:16][CH2:17][CH2:18][CH2:19][CH3:20])[CH2:3][C:4]([O-:6])=O.[CH3:21][NH:22][CH2:23][C@@H:24]([C@H:26]([C@@H:28]([C@@H:30]([CH2:32][OH:33])[OH:31])[OH:29])[OH:27])[OH:25].CN(C(ON1N=NC2C=CC=CC1=2)=[N+](C)C)C.F[P-](F)(F)(F)(F)F.C(N(CC)C(C)C)(C)C. (6) Given the product [Cl:26][C:15]1[CH:16]=[CH:17][C:18]2[C:13](=[C:12]3[C:21](=[C:20]([O:24][CH2:38][CH2:37][CH2:36][CH2:35][CH2:34][CH2:33][CH2:32][CH2:31][CH2:30][CH2:29][CH2:28][CH3:27])[C:19]=2[O:25][CH2:27][CH2:28][CH2:29][CH2:30][CH2:31][CH2:32][CH2:33][CH2:34][CH2:35][CH2:36][CH2:37][CH3:38])[CH:22]=[CH:23][C:10]([Cl:9])=[N:11]3)[N:14]=1, predict the reactants needed to synthesize it. The reactants are: [O-]S(S([O-])=O)=O.[Na+].[Na+].[Cl:9][C:10]1[CH:23]=[CH:22][C:21]2[C:20](=[O:24])[C:19](=[O:25])[C:18]3[C:13](=[N:14][C:15]([Cl:26])=[CH:16][CH:17]=3)[C:12]=2[N:11]=1.[CH2:27](Br)[CH2:28][CH2:29][CH2:30][CH2:31][CH2:32][CH2:33][CH2:34][CH2:35][CH2:36][CH2:37][CH3:38].[OH-].[K+]. (7) Given the product [Cl:15][C:10]1[N:9]=[C:8]([C:7]2[CH:6]=[N:17][N:18]3[CH:23]=[CH:22][CH:21]=[CH:20][C:19]=23)[C:13]([CH3:14])=[CH:12][N:11]=1, predict the reactants needed to synthesize it. The reactants are: C(O/[CH:6]=[CH:7]/[C:8]1[C:13]([CH3:14])=[CH:12][N:11]=[C:10]([Cl:15])[N:9]=1)CCC.[I-].[NH2:17][N+:18]1[CH:23]=[CH:22][CH:21]=[CH:20][CH:19]=1.C(=O)([O-])[O-].[K+].[K+]. (8) Given the product [CH3:13][N:12]1[C:8]([C:6]2[C:5]([F:15])=[CH:4][N:3]=[C:2]([NH2:17])[N:7]=2)=[CH:9][N:10]=[C:11]1[CH3:14], predict the reactants needed to synthesize it. The reactants are: Cl[C:2]1[N:7]=[C:6]([C:8]2[N:12]([CH3:13])[C:11]([CH3:14])=[N:10][CH:9]=2)[C:5]([F:15])=[CH:4][N:3]=1.[OH-].[NH4+:17]. (9) The reactants are: [CH2:1]([OH:5])[CH2:2][CH2:3][CH3:4].[Cl:6][C:7]1[CH:8]=[C:9]2[CH:15]=[CH:14][N:13]([C:16]3[N:20]([CH3:21])[N:19]=[C:18]([C:22]([F:25])([F:24])[F:23])[C:17]=3[CH2:26][CH2:27][S:28]([NH2:31])(=[O:30])=[O:29])[C:10]2=[N:11][CH:12]=1.N12CCCN=C1CCCCC2.[Cl-].[NH4+].CN(C)[CH:47]=[O:48]. Given the product [Cl:6][C:7]1[CH:8]=[C:9]2[CH:15]=[CH:14][N:13]([C:16]3[N:20]([CH3:21])[N:19]=[C:18]([C:22]([F:23])([F:25])[F:24])[C:17]=3[CH2:26][CH2:27][S:28]([NH:31][C:47](=[O:48])[O:5][CH2:1][CH2:2][CH2:3][CH3:4])(=[O:30])=[O:29])[C:10]2=[N:11][CH:12]=1, predict the reactants needed to synthesize it. (10) The reactants are: Br[C:2]1[CH:3]=[CH:4][C:5]2[S:9](=[O:11])(=[O:10])[N:8]([CH2:12][CH2:13][C:14]([O:16][CH2:17][CH3:18])=[O:15])[CH:7]([CH3:19])[C:6]=2[CH:20]=1.[F:21][C:22]1[CH:30]=[C:29]2[C:25]([C:26](B3OC(C)(C)C(C)(C)O3)=[CH:27][N:28]2[C:31]([O:33][C:34]([CH3:37])([CH3:36])[CH3:35])=[O:32])=[CH:24][CH:23]=1.[O-]P([O-])([O-])=O.[K+].[K+].[K+]. Given the product [CH2:17]([O:16][C:14](=[O:15])[CH2:13][CH2:12][N:8]1[CH:7]([CH3:19])[C:6]2[CH:20]=[C:2]([C:2]3[CH:3]=[CH:4][C:5]([C:26]4[C:25]5[C:29](=[CH:30][C:22]([F:21])=[CH:23][CH:24]=5)[N:28]([C:31]([O:33][C:34]([CH3:35])([CH3:36])[CH3:37])=[O:32])[CH:27]=4)=[CH:6][CH:20]=3)[CH:3]=[CH:4][C:5]=2[S:9]1(=[O:11])=[O:10])[CH3:18], predict the reactants needed to synthesize it.